Task: Regression. Given two drug SMILES strings and cell line genomic features, predict the synergy score measuring deviation from expected non-interaction effect.. Dataset: NCI-60 drug combinations with 297,098 pairs across 59 cell lines (1) Drug 1: COC1=CC(=CC(=C1O)OC)C2C3C(COC3=O)C(C4=CC5=C(C=C24)OCO5)OC6C(C(C7C(O6)COC(O7)C8=CC=CS8)O)O. Drug 2: CC(C)CN1C=NC2=C1C3=CC=CC=C3N=C2N. Cell line: NCI-H460. Synergy scores: CSS=30.7, Synergy_ZIP=-2.90, Synergy_Bliss=-6.10, Synergy_Loewe=-22.9, Synergy_HSA=-5.93. (2) Cell line: UACC62. Synergy scores: CSS=69.0, Synergy_ZIP=-7.82, Synergy_Bliss=-8.47, Synergy_Loewe=-7.10, Synergy_HSA=-3.79. Drug 1: C1C(C(OC1N2C=NC3=C(N=C(N=C32)Cl)N)CO)O. Drug 2: C1=CC=C(C=C1)NC(=O)CCCCCCC(=O)NO.